This data is from Human intestinal absorption (HIA) binary classification data from Hou et al.. The task is: Regression/Classification. Given a drug SMILES string, predict its absorption, distribution, metabolism, or excretion properties. Task type varies by dataset: regression for continuous measurements (e.g., permeability, clearance, half-life) or binary classification for categorical outcomes (e.g., BBB penetration, CYP inhibition). Dataset: hia_hou. (1) The molecule is O=NN(CCCl)C(=O)NCCCl. The result is 1 (good absorption). (2) The compound is CN(C)CCC[C@@]1(c2ccc(F)cc2)OCc2cc(C#N)ccc21. The result is 1 (good absorption). (3) The drug is O=[N+]([O-])O[C@@H]1CO[C@@H]2[C@@H]1OC[C@H]2O[N+](=O)[O-]. The result is 1 (good absorption). (4) The molecule is CCCC(CCC)CCC[C@@H]1COCCN1CCO. The result is 1 (good absorption).